Predict the product of the given reaction. From a dataset of Forward reaction prediction with 1.9M reactions from USPTO patents (1976-2016). (1) Given the reactants [C:1]([O:5][C:6]([N:8]([C:38]([O:40][C:41]([CH3:44])([CH3:43])[CH3:42])=[O:39])[C:9]1[C:10]2[C:11]3[C:12](=[N:24][N:25]([CH2:27][C:28]4[C:33]([CH3:34])=[C:32]([O:35][CH3:36])[C:31]([CH3:37])=[CH:30][N:29]=4)[N:26]=2)[CH:13]=[C:14]([CH2:19]C(OC)=O)[C:15]=3[CH2:16][S:17][N:18]=1)=[O:7])([CH3:4])([CH3:3])[CH3:2].C1(P([N:59]=[N+]=[N-])(C2C=CC=CC=2)=O)C=CC=CC=1.C(N(CC)CC)C, predict the reaction product. The product is: [NH2:59][CH2:19][C:14]1[C:15]2[CH2:16][S:17][N:18]=[C:9]([N:8]([C:38]([O:40][C:41]([CH3:44])([CH3:42])[CH3:43])=[O:39])[C:6]([O:5][C:1]([CH3:2])([CH3:3])[CH3:4])=[O:7])[C:10]3=[N:26][N:25]([CH2:27][C:28]4[C:33]([CH3:34])=[C:32]([O:35][CH3:36])[C:31]([CH3:37])=[CH:30][N:29]=4)[N:24]=[C:12]([C:11]=23)[CH:13]=1. (2) The product is: [CH3:1][O:2][C:3]1[CH:12]=[C:11]2[C:6]([C:7](=[O:15])[N:8]([CH3:14])[C:9](=[O:13])[N:10]2[CH2:71][CH2:72][N:73]2[CH2:78][CH2:77][CH:76]([NH:79][C:80](=[O:86])[O:81][C:82]([CH3:85])([CH3:84])[CH3:83])[CH2:75][CH2:74]2)=[CH:5][CH:4]=1. Given the reactants [CH3:1][O:2][C:3]1[CH:12]=[C:11]2[C:6]([C:7](=[O:15])[N:8]([CH3:14])[C:9](=[O:13])[NH:10]2)=[CH:5][CH:4]=1.C[Si]([N-][Si](C)(C)C)(C)C.[Li+].FC1C=C2C(C=CC(=O)N2CCN2CCC(NCC3C=CC4OCC(=O)NC=4N=3)CC2)=CC=1.COC1C=C2C(C=CC(=O)N2[CH2:71][CH2:72][N:73]2[CH2:78][CH2:77][CH:76]([NH:79][C:80](=[O:86])[O:81][C:82]([CH3:85])([CH3:84])[CH3:83])[CH2:75][CH2:74]2)=CC=1, predict the reaction product. (3) The product is: [CH3:1][O:2][C:3]1[CH:4]=[C:5]([C:6]([C:8]2[CH:13]=[CH:12][C:11]([C:14]([CH3:17])([CH3:16])[CH3:15])=[CH:10][CH:9]=2)=[C:31]([C:32]([O:34][CH3:35])=[O:33])[CH2:30][C:29]([OH:37])=[O:36])[CH:18]=[CH:19][C:20]=1[O:21][CH3:22]. Given the reactants [CH3:1][O:2][C:3]1[CH:4]=[C:5]([CH:18]=[CH:19][C:20]=1[O:21][CH3:22])[C:6]([C:8]1[CH:13]=[CH:12][C:11]([C:14]([CH3:17])([CH3:16])[CH3:15])=[CH:10][CH:9]=1)=O.CC(C)([O-])C.[K+].[C:29]([O:37]C)(=[O:36])[CH2:30][CH2:31][C:32]([O:34][CH3:35])=[O:33].Cl, predict the reaction product. (4) Given the reactants [Cl:1][C:2]1[N:7]=[CH:6][C:5]([C:8](=O)[CH3:9])=[CH:4][CH:3]=1.[NH3:11].[BH4-].[Na+], predict the reaction product. The product is: [Cl:1][C:2]1[N:7]=[CH:6][C:5]([CH:8]([NH2:11])[CH3:9])=[CH:4][CH:3]=1. (5) Given the reactants [C:1]1([C:7]2([C:12]3[CH:13]=[C:14]([CH2:17][OH:18])[S:15][CH:16]=3)[CH2:11][CH2:10][CH2:9][O:8]2)[CH2:6][CH2:5][CH2:4][CH2:3][CH:2]=1, predict the reaction product. The product is: [C:1]1([C:7]2([C:12]3[CH:13]=[C:14]([CH:17]=[O:18])[S:15][CH:16]=3)[CH2:11][CH2:10][CH2:9][O:8]2)[CH2:6][CH2:5][CH2:4][CH2:3][CH:2]=1.